This data is from Forward reaction prediction with 1.9M reactions from USPTO patents (1976-2016). The task is: Predict the product of the given reaction. Given the reactants [F:1][C:2]([F:11])([F:10])[C:3]1[CH:8]=[CH:7][CH:6]=[CH:5][C:4]=1[OH:9].[OH-].[Na+].[I-:14].[Na+].Cl[O-].[Na+].Cl, predict the reaction product. The product is: [I:14][C:7]1[CH:6]=[CH:5][C:4]([OH:9])=[C:3]([C:2]([F:10])([F:11])[F:1])[CH:8]=1.